This data is from Full USPTO retrosynthesis dataset with 1.9M reactions from patents (1976-2016). The task is: Predict the reactants needed to synthesize the given product. (1) Given the product [O:7]([C:10]1[CH:15]=[CH:14][N:13]=[CH:12][CH:11]=1)[C:1]1[CH:6]=[CH:5][CH:4]=[CH:3][CH:2]=1, predict the reactants needed to synthesize it. The reactants are: [C:1]1([OH:7])[CH:6]=[CH:5][CH:4]=[CH:3][CH:2]=1.Cl.Cl[C:10]1[CH:15]=[CH:14][N:13]=[CH:12][CH:11]=1.[OH-].[Na+]. (2) Given the product [C:16]([NH:2][CH2:3][CH2:4][NH:5][C:6]([C:8]1[N:9]=[CH:10][C:11]([CH3:15])=[N+:12]([O-:14])[CH:13]=1)=[O:7])(=[O:36])[CH2:17][CH2:18][CH2:19]/[CH:20]=[CH:21]\[CH2:22]/[CH:23]=[CH:24]\[CH2:25]/[CH:26]=[CH:27]\[CH2:28]/[CH:29]=[CH:30]\[CH2:31]/[CH:32]=[CH:33]\[CH2:34][CH3:35], predict the reactants needed to synthesize it. The reactants are: Cl.[NH2:2][CH2:3][CH2:4][NH:5][C:6]([C:8]1[N:9]=[CH:10][C:11]([CH3:15])=[N+:12]([O-:14])[CH:13]=1)=[O:7].[C:16](O)(=[O:36])[CH2:17][CH2:18][CH2:19]/[CH:20]=[CH:21]\[CH2:22]/[CH:23]=[CH:24]\[CH2:25]/[CH:26]=[CH:27]\[CH2:28]/[CH:29]=[CH:30]\[CH2:31]/[CH:32]=[CH:33]\[CH2:34][CH3:35].CN(C(ON1N=NC2C=CC=NC1=2)=[N+](C)C)C.F[P-](F)(F)(F)(F)F.CCN(C(C)C)C(C)C. (3) Given the product [CH3:1][O:2][C:3]([C:5]1[S:9][C:8]2[CH:10]=[C:11]([NH:14][C:21](=[O:28])[C:22]3[CH:27]=[CH:26][CH:25]=[CH:24][CH:23]=3)[CH:12]=[CH:13][C:7]=2[C:6]=1[O:15][CH2:16][C:17]([O:19][CH3:20])=[O:18])=[O:4], predict the reactants needed to synthesize it. The reactants are: [CH3:1][O:2][C:3]([C:5]1[S:9][C:8]2[CH:10]=[C:11]([NH2:14])[CH:12]=[CH:13][C:7]=2[C:6]=1[O:15][CH2:16][C:17]([O:19][CH3:20])=[O:18])=[O:4].[C:21](Cl)(=[O:28])[C:22]1[CH:27]=[CH:26][CH:25]=[CH:24][CH:23]=1.C(N(CC)CC)C.